The task is: Predict the reactants needed to synthesize the given product.. This data is from Full USPTO retrosynthesis dataset with 1.9M reactions from patents (1976-2016). (1) Given the product [CH3:19][O:20][C:21]1[CH:22]=[C:23](/[CH:29]=[CH:30]/[C:31]([N:4]2[C:5]3[C:10](=[CH:9][CH:8]=[CH:7][CH:6]=3)[NH:1][C:2](=[O:11])[CH2:3]2)=[O:32])[CH:24]=[CH:25][C:26]=1[O:27][CH3:28], predict the reactants needed to synthesize it. The reactants are: [NH:1]1[C:10]2[C:5](=[CH:6][CH:7]=[CH:8][CH:9]=2)[NH:4][CH2:3][C:2]1=[O:11].C(N(CC)CC)C.[CH3:19][O:20][C:21]1[CH:22]=[C:23](/[CH:29]=[CH:30]/[C:31](Cl)=[O:32])[CH:24]=[CH:25][C:26]=1[O:27][CH3:28]. (2) Given the product [C:28]([O:27][C:25]([N:12]1[CH2:11][CH:10]2[N:16]([CH2:17][C:18]3[CH:23]=[CH:22][CH:21]=[CH:20][CH:19]=3)[CH:14]([CH2:15][N:8]([CH2:1][C:2]3[CH:3]=[CH:4][CH:5]=[CH:6][CH:7]=3)[CH2:9]2)[CH2:13]1)=[O:24])([CH3:31])([CH3:30])[CH3:29], predict the reactants needed to synthesize it. The reactants are: [CH2:1]([N:8]1[CH2:15][CH:14]2[N:16]([CH2:17][C:18]3[CH:23]=[CH:22][CH:21]=[CH:20][CH:19]=3)[CH:10]([CH2:11][NH:12][CH2:13]2)[CH2:9]1)[C:2]1[CH:7]=[CH:6][CH:5]=[CH:4][CH:3]=1.[O:24](C(OC(C)(C)C)=O)[C:25]([O:27][C:28]([CH3:31])([CH3:30])[CH3:29])=O. (3) The reactants are: [CH:1]1([NH:4][C:5]([NH:7][C:8]2[C:9]([C:13]3[NH:17][C:16]4[CH:18]=[CH:19][C:20]([CH2:22][N:23]5[CH2:28][CH2:27][O:26][CH2:25][CH2:24]5)=[CH:21][C:15]=4[N:14]=3)=[N:10][NH:11][CH:12]=2)=[O:6])[CH2:3][CH2:2]1.[ClH:29]. Given the product [ClH:29].[CH:1]1([NH:4][C:5]([NH:7][C:8]2[C:9]([C:13]3[NH:17][C:16]4[CH:18]=[CH:19][C:20]([CH2:22][N:23]5[CH2:24][CH2:25][O:26][CH2:27][CH2:28]5)=[CH:21][C:15]=4[N:14]=3)=[N:10][NH:11][CH:12]=2)=[O:6])[CH2:3][CH2:2]1, predict the reactants needed to synthesize it.